This data is from Catalyst prediction with 721,799 reactions and 888 catalyst types from USPTO. The task is: Predict which catalyst facilitates the given reaction. (1) Reactant: [Cl:1][C:2]1[CH:7]=[CH:6][CH:5]=[CH:4][C:3]=1[C:8]([C:13]1[CH:18]=[CH:17][CH:16]=[CH:15][C:14]=1[Cl:19])([OH:12])[C:9]([OH:11])=[O:10].C1N=CN(C(N2C=NC=C2)=O)C=1.[Br-:32].O[C@@H:34]1[CH:39]2[CH2:40][CH2:41][N+:36]([CH2:42][C:43](=[O:50])[NH:44][C:45]3[CH:49]=[CH:48][O:47][N:46]=3)([CH2:37][CH2:38]2)[CH2:35]1. The catalyst class is: 3. Product: [Br-:32].[Cl:1][C:2]1[CH:7]=[CH:6][CH:5]=[CH:4][C:3]=1[C:8]([C:13]1[CH:18]=[CH:17][CH:16]=[CH:15][C:14]=1[Cl:19])([OH:12])[C:9]([O:11][C@@H:38]1[CH:39]2[CH2:40][CH2:41][N+:36]([CH2:42][C:43](=[O:50])[NH:44][C:45]3[CH:49]=[CH:48][O:47][N:46]=3)([CH2:35][CH2:34]2)[CH2:37]1)=[O:10]. (2) The catalyst class is: 8. Product: [Br:1][C:2]1[C:3]([CH2:12][C:13]([O:15][CH2:16][CH3:17])=[O:14])=[CH:4][C:5]([NH:8][C:9]2[S:10][CH:19]=[C:20]([CH2:21][CH2:22][C:23]3[CH:28]=[CH:27][CH:26]=[CH:25][CH:24]=3)[N:11]=2)=[N:6][CH:7]=1. Reactant: [Br:1][C:2]1[C:3]([CH2:12][C:13]([O:15][CH2:16][CH3:17])=[O:14])=[CH:4][C:5]([NH:8][C:9]([NH2:11])=[S:10])=[N:6][CH:7]=1.Br[CH2:19][C:20](=O)[CH2:21][CH2:22][C:23]1[CH:28]=[CH:27][CH:26]=[CH:25][CH:24]=1.CCN(C(C)C)C(C)C. (3) Reactant: Br.CC1(C)[O:7][C@H:6]([CH2:8][N:9]2[C:21]3[C:20]4[CH:19]=[CH:18][CH:17]=[CH:16][C:15]=4[N:14]=[C:13]([NH2:22])[C:12]=3[N:11]=[C:10]2[CH2:23][O:24][CH2:25][CH3:26])[CH2:5][O:4]1.Cl. Product: [NH2:22][C:13]1[C:12]2[N:11]=[C:10]([CH2:23][O:24][CH2:25][CH3:26])[N:9]([CH2:8][C@@H:6]([OH:7])[CH2:5][OH:4])[C:21]=2[C:20]2[CH:19]=[CH:18][CH:17]=[CH:16][C:15]=2[N:14]=1. The catalyst class is: 7. (4) Reactant: [OH:1][CH2:2][CH:3]([CH2:6][CH2:7][CH:8]=[CH2:9])[CH2:4][OH:5].[CH:10]1[CH:15]=[CH:14][C:13]([CH2:16]Br)=[CH:12][CH:11]=1. Product: [CH2:16]([O:1][CH2:2][CH:3]([CH2:6][CH2:7][CH:8]=[CH2:9])[CH2:4][OH:5])[C:13]1[CH:14]=[CH:15][CH:10]=[CH:11][CH:12]=1. The catalyst class is: 2. (5) Reactant: [Br-].[CH2:2]([O:4][C:5]([CH2:7][S+](C)C)=[O:6])[CH3:3].N12CCCN=C1CCCCC2.[C:22]1(=[O:27])[CH2:26][CH2:25][CH:24]=[CH:23]1. Product: [CH2:2]([O:4][C:5]([CH:7]1[CH:26]2[CH:25]1[CH2:24][CH2:23][C:22]2=[O:27])=[O:6])[CH3:3]. The catalyst class is: 10. (6) Reactant: [C:1]([C:5]1[CH:29]=[CH:28][C:8]([CH2:9][NH:10][C:11]([NH:13][CH2:14][C:15]2[C:20]([F:21])=[CH:19][CH:18]=[C:17]([NH:22][S:23]([CH3:26])(=[O:25])=[O:24])[C:16]=2[F:27])=S)=[CH:7][CH:6]=1)([CH3:4])([CH3:3])[CH3:2].[N:30]#[C:31][NH2:32].[Pb]. Product: [C:31]([N:32]=[C:11]([NH:13][CH2:14][C:15]1[C:20]([F:21])=[CH:19][CH:18]=[C:17]([NH:22][S:23]([CH3:26])(=[O:25])=[O:24])[C:16]=1[F:27])[NH:10][CH2:9][C:8]1[CH:28]=[CH:29][C:5]([C:1]([CH3:4])([CH3:3])[CH3:2])=[CH:6][CH:7]=1)#[N:30]. The catalyst class is: 13. (7) Reactant: [C:1]1(=[O:7])[CH2:6][CH2:5][CH2:4][CH:3]=[CH:2]1.Br[CH:9]([C:15]([O:17][CH2:18][CH3:19])=[O:16])[C:10]([O:12][CH2:13][CH3:14])=[O:11].C[Si](Cl)(C)C. Product: [O:7]=[C:1]1[CH2:6][CH2:5][CH2:4][CH:3]([CH:9]([C:10]([O:12][CH2:13][CH3:14])=[O:11])[C:15]([O:17][CH2:18][CH3:19])=[O:16])[CH2:2]1. The catalyst class is: 1. (8) Reactant: C[O:2][C:3](=[O:32])[CH2:4][O:5][C:6]1[CH:11]=[C:10]([O:12][CH3:13])[C:9]([S:14][CH2:15][CH2:16][CH2:17][NH:18][C:19]2[CH:24]=[CH:23][C:22]([C:25]3[CH:30]=[CH:29][CH:28]=[CH:27][CH:26]=3)=[CH:21][N:20]=2)=[CH:8][C:7]=1[CH3:31].[CH:33](=O)[CH3:34].C(O[BH-](OC(=O)C)OC(=O)C)(=O)C.[Na+].ClC(Cl)C.Cl.C(=O)(O)[O-].[Na+]. Product: [CH2:33]([N:18]([C:19]1[CH:24]=[CH:23][C:22]([C:25]2[CH:30]=[CH:29][CH:28]=[CH:27][CH:26]=2)=[CH:21][N:20]=1)[CH2:17][CH2:16][CH2:15][S:14][C:9]1[C:10]([O:12][CH3:13])=[CH:11][C:6]([O:5][CH2:4][C:3]([OH:2])=[O:32])=[C:7]([CH3:31])[CH:8]=1)[CH3:34]. The catalyst class is: 15. (9) Reactant: N#N.[F:3][C:4]1[C:9]([C:10]2[CH2:11][CH2:12][CH2:13][N:14](C(OC(C)(C)C)=O)[CH:15]=2)=[CH:8][CH:7]=[CH:6][N:5]=1.[ClH:23].CC(O)C. Product: [ClH:23].[ClH:23].[F:3][C:4]1[C:9]([CH:10]2[CH2:11][CH2:12][CH2:13][NH:14][CH2:15]2)=[CH:8][CH:7]=[CH:6][N:5]=1. The catalyst class is: 256. (10) The catalyst class is: 8. Reactant: Cl.[NH2:2][OH:3].[C:4]([N:11]1[CH2:16][CH2:15][C:14](=O)[CH2:13][CH2:12]1)([O:6][C:7]([CH3:10])([CH3:9])[CH3:8])=[O:5].C([O-])(=O)C.[Na+]. Product: [OH:3][N:2]=[C:14]1[CH2:15][CH2:16][N:11]([C:4]([O:6][C:7]([CH3:10])([CH3:9])[CH3:8])=[O:5])[CH2:12][CH2:13]1.